From a dataset of Full USPTO retrosynthesis dataset with 1.9M reactions from patents (1976-2016). Predict the reactants needed to synthesize the given product. (1) Given the product [F:13][C:9]1[C:8]([F:14])=[C:7]2[C:12]([C:3]([CH2:2][N:20]3[C:21]4[CH:27]=[CH:26][CH:25]=[CH:24][C:22]=4[N:23]=[C:19]3[CH2:18][CH:17]([CH3:16])[CH2:28][CH3:29])=[CH:4][C:5](=[O:15])[NH:6]2)=[CH:11][CH:10]=1, predict the reactants needed to synthesize it. The reactants are: Br[CH2:2][C:3]1[C:12]2[C:7](=[C:8]([F:14])[C:9]([F:13])=[CH:10][CH:11]=2)[NH:6][C:5](=[O:15])[CH:4]=1.[CH3:16][CH:17]([CH2:28][CH3:29])[CH2:18][C:19]1[NH:23][C:22]2[CH:24]=[CH:25][CH:26]=[CH:27][C:21]=2[N:20]=1. (2) Given the product [F:18][C:19]1[CH:27]=[CH:26][CH:25]=[C:24]([F:28])[C:20]=1[C:21]([NH:17][C:14]1[CH:13]=[CH:12][C:11]([C:10]2[C:2]([CH3:1])=[CH:3][C:4]3[O:5][CH2:6][CH2:7][C:8]=3[CH:9]=2)=[CH:16][N:15]=1)=[O:22], predict the reactants needed to synthesize it. The reactants are: [CH3:1][C:2]1[C:10]([C:11]2[CH:12]=[CH:13][C:14]([NH2:17])=[N:15][CH:16]=2)=[CH:9][C:8]2[CH2:7][CH2:6][O:5][C:4]=2[CH:3]=1.[F:18][C:19]1[CH:27]=[CH:26][CH:25]=[C:24]([F:28])[C:20]=1[C:21](Cl)=[O:22].CCN(C(C)C)C(C)C.C([O-])(O)=O.[Na+].C(Cl)Cl. (3) Given the product [CH2:1]([O:3][C:4](=[O:25])[CH2:5][CH2:6][C:7]1[O:8][C:9]([CH3:24])=[C:10]([CH2:12][O:13][Si:14]([CH:18]([CH3:20])[CH3:19])([CH:21]([CH3:23])[CH3:22])[CH:15]([CH3:17])[CH3:16])[CH:11]=1)[CH3:2], predict the reactants needed to synthesize it. The reactants are: [CH2:1]([O:3][C:4](=[O:25])[CH:5]=[CH:6][C:7]1[O:8][C:9]([CH3:24])=[C:10]([CH2:12][O:13][Si:14]([CH:21]([CH3:23])[CH3:22])([CH:18]([CH3:20])[CH3:19])[CH:15]([CH3:17])[CH3:16])[CH:11]=1)[CH3:2]. (4) The reactants are: [OH:1][C:2]1[C:3]([CH3:20])=[N:4][CH:5]=[C:6]([CH2:18][OH:19])[C:7]=1[CH2:8][NH:9][C:10]1[CH:17]=[CH:16][C:13]([C:14]#[N:15])=[CH:12][CH:11]=1.Br[CH2:22][C:23]1[CH:28]=[CH:27][C:26]([C:29]#[N:30])=[CH:25][CH:24]=1.C(=O)([O-])[O-].[K+].[K+]. Given the product [C:29]([C:26]1[CH:27]=[CH:28][C:23]([CH2:22][O:1][C:2]2[C:3]([CH3:20])=[N:4][CH:5]=[C:6]([CH2:18][OH:19])[C:7]=2[CH2:8][NH:9][C:10]2[CH:17]=[CH:16][C:13]([C:14]#[N:15])=[CH:12][CH:11]=2)=[CH:24][CH:25]=1)#[N:30], predict the reactants needed to synthesize it.